From a dataset of Catalyst prediction with 721,799 reactions and 888 catalyst types from USPTO. Predict which catalyst facilitates the given reaction. (1) Reactant: [Cl:1][C:2]1[CH:7]=[CH:6][C:5]([CH:8]([NH:10]C(=O)C(F)(F)F)[CH3:9])=[C:4]([N+:17]([O-:19])=[O:18])[C:3]=1[F:20].O.[OH-].[Li+]. Product: [Cl:1][C:2]1[CH:7]=[CH:6][C:5]([CH:8]([NH2:10])[CH3:9])=[C:4]([N+:17]([O-:19])=[O:18])[C:3]=1[F:20]. The catalyst class is: 299. (2) Reactant: [O-:1][CH2:2][CH3:3].[Na+].[Br:5][C:6]1[C:7](Cl)=[N:8][CH:9]=[N:10][C:11]=1[C:12]([F:15])([F:14])[F:13]. Product: [Br:5][C:6]1[C:7]([O:1][CH2:2][CH3:3])=[N:8][CH:9]=[N:10][C:11]=1[C:12]([F:15])([F:14])[F:13]. The catalyst class is: 8.